Task: Predict the product of the given reaction.. Dataset: Forward reaction prediction with 1.9M reactions from USPTO patents (1976-2016) Given the reactants [CH2:1]=[CH:2][C:3]1[CH:8]=[CH:7][CH:6]=[CH:5][CH:4]=1.[CH3:9][C:10]([CH2:12][C:13]([CH3:16])([CH3:15])[CH3:14])=[CH2:11].[C:17]([O:21][CH2:22][CH2:23][CH2:24][OH:25])(=[O:20])[CH:18]=[CH2:19].[C:26]([O:31][CH2:32][CH2:33][CH2:34][CH3:35])(=[O:30])[C:27]([CH3:29])=[CH2:28].[C:36]([O:41][CH2:42][CH2:43][OH:44])(=[O:40])[C:37]([CH3:39])=[CH2:38].[C:45]([O:49][CH2:50][CH2:51][CH2:52][CH3:53])(=[O:48])[CH:46]=[CH2:47], predict the reaction product. The product is: [CH3:11][C:10]([CH2:12][C:13]([CH3:16])([CH3:15])[CH3:14])=[CH2:9].[C:17]([O:21][CH2:22][CH2:23][CH2:24][OH:25])(=[O:20])[CH:18]=[CH2:19].[C:26]([O:31][CH2:32][CH2:33][CH2:34][CH3:35])(=[O:30])[C:27]([CH3:29])=[CH2:28].[CH2:1]=[CH:2][C:3]1[CH:8]=[CH:7][CH:6]=[CH:5][CH:4]=1.[C:36]([O:41][CH2:42][CH2:43][OH:44])(=[O:40])[C:37]([CH3:39])=[CH2:38].[C:45]([O:49][CH2:50][CH2:51][CH2:52][CH3:53])(=[O:48])[CH:46]=[CH2:47].